This data is from Full USPTO retrosynthesis dataset with 1.9M reactions from patents (1976-2016). The task is: Predict the reactants needed to synthesize the given product. (1) Given the product [Br:1][CH2:2][CH2:3][CH2:4][NH:5][C:11](=[O:12])[O:10][C:7]([CH3:9])([CH3:8])[CH3:6], predict the reactants needed to synthesize it. The reactants are: [Br:1][CH2:2][CH2:3][CH2:4][NH2:5].[CH3:6][C:7]([O:10][C:11](O[C:11]([O:10][C:7]([CH3:9])([CH3:8])[CH3:6])=[O:12])=[O:12])([CH3:9])[CH3:8]. (2) Given the product [Cl:1][C:2]1[CH:3]=[C:4]([N:12]2[CH2:17][CH2:16][O:15][CH2:14][CH2:13]2)[N:5]=[C:6]([NH:18][CH:19]2[CH2:20][N:21]([C:23]([O:25][C:26]([CH3:29])([CH3:28])[CH3:27])=[O:24])[CH2:22]2)[N:7]=1, predict the reactants needed to synthesize it. The reactants are: [Cl:1][C:2]1[N:7]=[C:6](S(C)(=O)=O)[N:5]=[C:4]([N:12]2[CH2:17][CH2:16][O:15][CH2:14][CH2:13]2)[CH:3]=1.[NH2:18][CH:19]1[CH2:22][N:21]([C:23]([O:25][C:26]([CH3:29])([CH3:28])[CH3:27])=[O:24])[CH2:20]1.CCN(C(C)C)C(C)C. (3) The reactants are: C1(O[C:8](=[O:27])[NH:9][C:10]2[S:11][C:12]3[C:13]([N:21]4[CH2:26][CH2:25][O:24][CH2:23][CH2:22]4)=[N:14][CH:15]=[C:16]([O:19][CH3:20])[C:17]=3[N:18]=2)C=CC=CC=1.[CH3:28][C:29]1([OH:35])[CH2:34][CH2:33][NH:32][CH2:31][CH2:30]1. Given the product [CH3:20][O:19][C:16]1[C:17]2[N:18]=[C:10]([NH:9][C:8]([N:32]3[CH2:33][CH2:34][C:29]([OH:35])([CH3:28])[CH2:30][CH2:31]3)=[O:27])[S:11][C:12]=2[C:13]([N:21]2[CH2:22][CH2:23][O:24][CH2:25][CH2:26]2)=[N:14][CH:15]=1, predict the reactants needed to synthesize it. (4) Given the product [ClH:32].[NH2:2][C:3]1[N:8]=[C:7]([NH:9][CH:10]2[CH2:15][CH2:14][CH2:13][N:12]([C:16]3[C:21]([C:22]([OH:24])=[O:23])=[CH:20][CH:19]=[C:18]([C:26]4[CH:31]=[CH:30][C:29]([Cl:32])=[CH:28][C:27]=4[Cl:33])[N:17]=3)[CH2:11]2)[CH:6]=[CH:5][C:4]=1[C:34](=[O:39])[C:35]([F:38])([F:37])[F:36], predict the reactants needed to synthesize it. The reactants are: Cl.[NH2:2][C:3]1[N:8]=[C:7]([NH:9][CH:10]2[CH2:15][CH2:14][CH2:13][N:12]([C:16]3[C:21]([C:22]([O:24]C)=[O:23])=[CH:20][CH:19]=[C:18]([C:26]4[CH:31]=[CH:30][C:29]([Cl:32])=[CH:28][C:27]=4[Cl:33])[N:17]=3)[CH2:11]2)[CH:6]=[CH:5][C:4]=1[C:34](=[O:39])[C:35]([F:38])([F:37])[F:36].O.[OH-].[Na+].Cl. (5) Given the product [CH2:34]([N:38]1[CH2:43][CH2:42][N:41]([C:1](=[NH:2])[C:3]2[CH:4]=[C:5]([NH:9][C:10](=[O:33])[NH:11][C:12]3[CH:17]=[CH:16][C:15]([S:18]([NH:21][CH2:22][C:23]4[CH:28]=[CH:27][C:26]([S:29](=[O:31])(=[O:32])[NH2:30])=[CH:25][CH:24]=4)(=[O:20])=[O:19])=[CH:14][CH:13]=3)[CH:6]=[CH:7][CH:8]=2)[CH2:40][CH2:39]1)[CH2:35][CH2:36][CH3:37], predict the reactants needed to synthesize it. The reactants are: [C:1]([C:3]1[CH:4]=[C:5]([NH:9][C:10](=[O:33])[NH:11][C:12]2[CH:17]=[CH:16][C:15]([S:18]([NH:21][CH2:22][C:23]3[CH:28]=[CH:27][C:26]([S:29](=[O:32])(=[O:31])[NH2:30])=[CH:25][CH:24]=3)(=[O:20])=[O:19])=[CH:14][CH:13]=2)[CH:6]=[CH:7][CH:8]=1)#[N:2].[CH2:34]([N:38]1[CH2:43][CH2:42][NH:41][CH2:40][CH2:39]1)[CH2:35][CH2:36][CH3:37]. (6) Given the product [C:11]1([C:12]2[CH:26]=[CH:21][CH:19]=[CH:14][C:13]=2[OH:45])[CH:10]=[CH:9][CH:8]=[CH:7][CH:16]=1, predict the reactants needed to synthesize it. The reactants are: S(O)(O)(=O)=O.O[C:7]1[CH:8]=[CH:9][CH:10]=[C:11]2[C:16]=1N=[CH:14][CH:13]=[CH:12]2.CS[C:19]([C:21]1C=CC=C2N=NS[C:26]=12)=O.CCCCCCCCCCCCN1CC(C)[O:45]C(C)C1.COC(C1C=C(Cl)C=CC=1NS(C(F)(F)F)(=O)=O)=O.CCC(P(O)(O)=O)N.CCC(P(O)(O)=O)N.[K].C1C=C(NC2N=C(Cl)N=C(Cl)N=2)C(Cl)=CC=1.C1C(Cl)=CC(Cl)=C(C2(CN3N=CN=C3)OCCO2)C=1.CO/C=C(/C(OC)=O)\C1C(OC2C=C(OC3C(C#N)=CC=CC=3)N=CN=2)=CC=CC=1.CC1C(N(C(CC2C=CC=CC=2)=O)C(C(OC)=O)C)=C(C)C=CC=1.C1C=CC(NC(C2C=CC=CC=2I)=O)=CC=1.CCCCNC(N1C(NC(OC)=O)=NC2C=CC=CC1=2)=O.C[C@@H](NC([C@@H](NC(OC(C)C)=O)C(C)C)=O)C1SC2C=C(F)C=CC=2N=1.CCC(O)/C=C\C=C/C=C\C=C/C=O.CC(COC(/C(/C#N)=C\N(CC1C=CC=CC=1)C)=O)C. (7) Given the product [F:14][C:15]([F:27])([F:28])[C:16]1[CH:17]=[C:18]([CH2:22][CH2:23][C:24]2[O:11][C:10]([C:8]3[CH:7]=[CH:6][C:5]4[N:4]([CH:3]=[CH:2][N:1]=4)[CH:9]=3)=[N:12][N:13]=2)[CH:19]=[CH:20][CH:21]=1, predict the reactants needed to synthesize it. The reactants are: [N:1]1[CH:2]=[CH:3][N:4]2[CH:9]=[C:8]([C:10]([NH:12][NH2:13])=[O:11])[CH:7]=[CH:6][C:5]=12.[F:14][C:15]([F:28])([F:27])[C:16]1[CH:17]=[C:18]([CH2:22][CH2:23][C:24](O)=O)[CH:19]=[CH:20][CH:21]=1.